From a dataset of Full USPTO retrosynthesis dataset with 1.9M reactions from patents (1976-2016). Predict the reactants needed to synthesize the given product. Given the product [Br:1][C:2]1[CH:24]=[CH:23][C:22]([F:25])=[CH:21][C:3]=1[O:4][CH:5]1[CH2:10][CH2:9][N:8]([C:11]2[N:15]=[C:14]([C:16]3[CH:17]=[N:18][N:19]([CH2:29][C:30]([O:32][CH2:33][CH3:34])=[O:31])[CH:20]=3)[O:13][N:12]=2)[CH2:7][CH2:6]1, predict the reactants needed to synthesize it. The reactants are: [Br:1][C:2]1[CH:24]=[CH:23][C:22]([F:25])=[CH:21][C:3]=1[O:4][CH:5]1[CH2:10][CH2:9][N:8]([C:11]2[N:15]=[C:14]([C:16]3[CH:17]=[N:18][NH:19][CH:20]=3)[O:13][N:12]=2)[CH2:7][CH2:6]1.[H-].[Na+].Br[CH2:29][C:30]([O:32][CH2:33][CH3:34])=[O:31].